From a dataset of Catalyst prediction with 721,799 reactions and 888 catalyst types from USPTO. Predict which catalyst facilitates the given reaction. Reactant: C(OC(=O)[NH:7][C@H:8]([C:13]1[N:14]=[C:15]([NH:18][C:19]2[CH:24]=[CH:23][C:22]([N:25]3[CH:29]=[C:28]([CH3:30])[N:27]=[CH:26]3)=[C:21]([O:31][CH3:32])[CH:20]=2)[S:16][CH:17]=1)[CH2:9][CH:10]([CH3:12])[CH3:11])(C)(C)C.[ClH:34]. Product: [ClH:34].[ClH:34].[ClH:34].[NH2:7][C@H:8]([C:13]1[N:14]=[C:15]([NH:18][C:19]2[CH:24]=[CH:23][C:22]([N:25]3[CH:29]=[C:28]([CH3:30])[N:27]=[CH:26]3)=[C:21]([O:31][CH3:32])[CH:20]=2)[S:16][CH:17]=1)[CH2:9][CH:10]([CH3:11])[CH3:12]. The catalyst class is: 343.